This data is from Forward reaction prediction with 1.9M reactions from USPTO patents (1976-2016). The task is: Predict the product of the given reaction. (1) Given the reactants [NH2:1][C:2]1[CH:6]=[CH:5][S:4][C:3]=1[C:7]([O:9][CH3:10])=[O:8].[OH-].[K+].ClC(Cl)([O:16]C(=O)OC(Cl)(Cl)Cl)Cl, predict the reaction product. The product is: [NH:1]1[C:2]2[CH:6]=[CH:5][S:4][C:3]=2[C:7](=[O:8])[O:9][C:10]1=[O:16]. (2) The product is: [F:15][C:12]1[CH:11]=[CH:10][C:9]([CH2:8][C:6]2[CH:7]=[C:2]([NH:1][CH2:30][CH2:29][CH2:28][N:23]3[CH2:24][CH2:25][CH2:26][CH2:27][C:22]3=[O:21])[C:3]([C:16]([O:18][CH2:19][CH3:20])=[O:17])=[N:4][CH:5]=2)=[CH:14][CH:13]=1. Given the reactants [NH2:1][C:2]1[C:3]([C:16]([O:18][CH2:19][CH3:20])=[O:17])=[N:4][CH:5]=[C:6]([CH2:8][C:9]2[CH:14]=[CH:13][C:12]([F:15])=[CH:11][CH:10]=2)[CH:7]=1.[O:21]=[C:22]1[CH2:27][CH2:26][CH2:25][CH2:24][N:23]1[CH2:28][CH2:29][CH:30]=O.C(O[BH-](OC(=O)C)OC(=O)C)(=O)C.[Na+], predict the reaction product. (3) Given the reactants [NH2:1][C:2]1[C:7]2[N:8]([CH2:22][CH2:23][CH2:24][OH:25])[C:9]([NH:11][C:12]3[C:13]([O:20][CH3:21])=[N:14][C:15]([O:18][CH3:19])=[N:16][CH:17]=3)=[N:10][C:6]=2[CH:5]=[CH:4][CH:3]=1.[CH:26](=O)[CH3:27].[C:29](O)(=O)[CH3:30].C(O[BH-](OC(=O)C)OC(=O)C)(=O)C.[Na+].C(=O)(O)[O-].[Na+], predict the reaction product. The product is: [CH2:29]([N:1]([CH2:26][CH3:27])[C:2]1[C:7]2[N:8]([CH2:22][CH2:23][CH2:24][OH:25])[C:9]([NH:11][C:12]3[C:13]([O:20][CH3:21])=[N:14][C:15]([O:18][CH3:19])=[N:16][CH:17]=3)=[N:10][C:6]=2[CH:5]=[CH:4][CH:3]=1)[CH3:30]. (4) Given the reactants [F:1][C:2]1[CH:7]=[C:6](B2OC(C)(C)C(C)(C)O2)[CH:5]=[CH:4][C:3]=1[C:17]1[CH:18]=[N:19][C:20]([NH2:23])=[N:21][CH:22]=1.Br[C:25]1[CH:30]=[CH:29][CH:28]=[CH:27][C:26]=1[S:31]([NH:34][C@@H:35]1[CH2:40][CH2:39][CH2:38][CH2:37][C@H:36]1[OH:41])(=[O:33])=[O:32], predict the reaction product. The product is: [NH2:23][C:20]1[N:21]=[CH:22][C:17]([C:3]2[CH:4]=[CH:5][C:6]([C:25]3[C:26]([S:31]([NH:34][C@@H:35]4[CH2:40][CH2:39][CH2:38][CH2:37][C@H:36]4[OH:41])(=[O:32])=[O:33])=[CH:27][CH:28]=[CH:29][CH:30]=3)=[CH:7][C:2]=2[F:1])=[CH:18][N:19]=1. (5) Given the reactants C([O:6][C@@H:7]([C:9]1[N:14]=[C:13]([N:15]2[CH2:20][CH2:19][C:18]([CH2:22][C:23]3[CH:28]=[CH:27][CH:26]=[CH:25][CH:24]=3)([OH:21])[CH2:17][CH2:16]2)[CH:12]=[CH:11][N:10]=1)[CH3:8])(=O)CCC.[OH-].[Na+], predict the reaction product. The product is: [CH2:22]([C:18]1([OH:21])[CH2:19][CH2:20][N:15]([C:13]2[CH:12]=[CH:11][N:10]=[C:9]([C@H:7]([OH:6])[CH3:8])[N:14]=2)[CH2:16][CH2:17]1)[C:23]1[CH:28]=[CH:27][CH:26]=[CH:25][CH:24]=1. (6) Given the reactants [N+:1]([C:4]1[CH:8]=[CH:7][N:6]([CH2:9][C:10]2[CH:11]=[C:12]([CH:15]=[CH:16][CH:17]=2)[C:13]#[N:14])[N:5]=1)([O-])=O, predict the reaction product. The product is: [NH2:1][C:4]1[CH:8]=[CH:7][N:6]([CH2:9][C:10]2[CH:11]=[C:12]([CH:15]=[CH:16][CH:17]=2)[C:13]#[N:14])[N:5]=1.